Dataset: Forward reaction prediction with 1.9M reactions from USPTO patents (1976-2016). Task: Predict the product of the given reaction. (1) Given the reactants [NH2:1][C:2]1[C:3]([C:15]([CH2:18][C:19]2[CH:24]=[CH:23][CH:22]=[CH:21][CH:20]=2)([OH:17])[CH3:16])(Cl)[CH2:4][C:5]([C:8]2[CH:13]=[CH:12][CH:11]=[CH:10][CH:9]=2)=[CH:6][CH:7]=1.NC1C=CC(C2C=CC=C(Cl)C=2)=CC=1[C:39](=[O:41])C.C([Mg]Br)C1C=CC=CC=1.[Cl:51]C(Cl)(OC(=O)OC(Cl)(Cl)Cl)Cl, predict the reaction product. The product is: [CH2:18]([C:15]1([CH3:16])[O:17][C:39](=[O:41])[NH:1][C:2]2[CH:7]=[CH:6][C:5]([C:8]3[CH:13]=[CH:12][CH:11]=[C:10]([Cl:51])[CH:9]=3)=[CH:4][C:3]1=2)[C:19]1[CH:24]=[CH:23][CH:22]=[CH:21][CH:20]=1. (2) Given the reactants [CH2:1]([O:8][C:9]1[CH:18]=[C:17]2[C:12]([C:13](O)=[CH:14][CH:15]=[N:16]2)=[CH:11][C:10]=1[O:20][CH3:21])[C:2]1[CH:7]=[CH:6][CH:5]=[CH:4][CH:3]=1.O=P(Cl)(Cl)[Cl:24], predict the reaction product. The product is: [Cl:24][C:13]1[C:12]2[C:17](=[CH:18][C:9]([O:8][CH2:1][C:2]3[CH:7]=[CH:6][CH:5]=[CH:4][CH:3]=3)=[C:10]([O:20][CH3:21])[CH:11]=2)[N:16]=[CH:15][CH:14]=1. (3) Given the reactants [F:1][CH:2]([F:13])[C:3]1[S:4][C:5]2[N:6]=[CH:7][N:8]=[C:9](O)[C:10]=2[N:11]=1.CN(C)C1C=CC=CC=1.P(Cl)(Cl)([Cl:25])=O, predict the reaction product. The product is: [Cl:25][C:9]1[C:10]2[N:11]=[C:3]([CH:2]([F:13])[F:1])[S:4][C:5]=2[N:6]=[CH:7][N:8]=1. (4) Given the reactants [CH3:1][O:2][NH:3][C:4]([C:6]1[C:7](=[O:35])[C:8]2[CH:13]=[N:12][C:11]([NH:14][C:15]3[CH:20]=[CH:19][C:18]([CH2:21][CH2:22][NH2:23])=[CH:17][CH:16]=3)=[N:10][C:9]=2[N:24]([C:26]2[CH:27]=[C:28]3[C:32](=[CH:33][CH:34]=2)[CH2:31][CH2:30][CH2:29]3)[CH:25]=1)=[O:5].Br[CH2:37][CH2:38][OH:39], predict the reaction product. The product is: [CH3:1][O:2][NH:3][C:4]([C:6]1[C:7](=[O:35])[C:8]2[CH:13]=[N:12][C:11]([NH:14][C:15]3[CH:20]=[CH:19][C:18]([CH2:21][CH2:22][NH:23][CH2:37][CH2:38][OH:39])=[CH:17][CH:16]=3)=[N:10][C:9]=2[N:24]([C:26]2[CH:27]=[C:28]3[C:32](=[CH:33][CH:34]=2)[CH2:31][CH2:30][CH2:29]3)[CH:25]=1)=[O:5]. (5) Given the reactants [Cl:1][C:2]1[CH:16]=[CH:15][C:14]([Cl:17])=[CH:13][C:3]=1[C:4]([C:6]1[CH:11]=[CH:10][C:9](F)=[CH:8][CH:7]=1)=[O:5].[S:18]1[C:22]2[CH:23]=[CH:24][CH:25]=[CH:26][C:21]=2[N:20]=[C:19]1[SH:27].C(=O)([O-])[O-].[K+].[K+].O, predict the reaction product. The product is: [Cl:1][C:2]1[CH:16]=[CH:15][C:14]([Cl:17])=[CH:13][C:3]=1[C:4]([C:6]1[CH:11]=[CH:10][C:9]([S:27][C:19]2[S:18][C:22]3[CH:23]=[CH:24][CH:25]=[CH:26][C:21]=3[N:20]=2)=[CH:8][CH:7]=1)=[O:5]. (6) Given the reactants [NH:1]1[CH2:6][CH2:5][CH2:4][CH2:3][CH:2]1[CH2:7][CH2:8][OH:9].[C:10](O[C:10]([O:12][C:13]([CH3:16])([CH3:15])[CH3:14])=[O:11])([O:12][C:13]([CH3:16])([CH3:15])[CH3:14])=[O:11].O, predict the reaction product. The product is: [OH:9][CH2:8][CH2:7][CH:2]1[CH2:3][CH2:4][CH2:5][CH2:6][N:1]1[C:10]([O:12][C:13]([CH3:16])([CH3:15])[CH3:14])=[O:11]. (7) Given the reactants [NH2:1][C:2]1[C:3]([NH:8][C:9](=[O:21])[C:10]([O:13][C:14]2[CH:19]=[CH:18][CH:17]=[C:16]([Cl:20])[N:15]=2)([CH3:12])[CH3:11])=[N:4][CH:5]=[CH:6][CH:7]=1.N1C=CC=CC=1.[CH3:28][S:29](Cl)(=[O:31])=[O:30], predict the reaction product. The product is: [Cl:20][C:16]1[N:15]=[C:14]([O:13][C:10]([CH3:12])([CH3:11])[C:9]([NH:8][C:3]2[C:2]([NH:1][S:29]([CH3:28])(=[O:31])=[O:30])=[CH:7][CH:6]=[CH:5][N:4]=2)=[O:21])[CH:19]=[CH:18][CH:17]=1. (8) The product is: [C:2]1([C:3]([O:5][CH2:6][CH3:7])=[O:4])([C:1]([O:9][CH2:10][CH3:11])=[O:8])[CH2:18][CH:17]=[CH:16][CH2:15]1. Given the reactants [C:1]([O:9][CH2:10][CH3:11])(=[O:8])[CH2:2][C:3]([O:5][CH2:6][CH3:7])=[O:4].[H-].[Na+].Cl[CH2:15]/[CH:16]=[CH:17]\[CH2:18]Cl, predict the reaction product. (9) Given the reactants Cl.Cl.Cl.[CH3:4][O:5][C:6]1[CH:7]=[C:8]([NH:18][C:19]2[S:20][C:21]3[CH2:22][NH:23][CH2:24][CH2:25][C:26]=3[N:27]=2)[CH:9]=[CH:10][C:11]=1[N:12]1[CH:16]=[C:15]([CH3:17])[N:14]=[CH:13]1.[F:28][C:29]([F:35])([F:34])[CH2:30][C:31](Cl)=[O:32], predict the reaction product. The product is: [F:28][C:29]([F:35])([F:34])[CH2:30][C:31]([N:23]1[CH2:24][CH2:25][C:26]2[N:27]=[C:19]([NH:18][C:8]3[CH:9]=[CH:10][C:11]([N:12]4[CH:16]=[C:15]([CH3:17])[N:14]=[CH:13]4)=[C:6]([O:5][CH3:4])[CH:7]=3)[S:20][C:21]=2[CH2:22]1)=[O:32].